This data is from Reaction yield outcomes from USPTO patents with 853,638 reactions. The task is: Predict the reaction yield, written as a fraction of the theoretical maximum amount of product (1.0 means a 100% yield; for example, 0.34 means a 34% yield). (1) The reactants are Br[C:2]1[CH:3]=[CH:4][C:5]2[NH:6][C:7]3[C:12]([C:13]=2[CH:14]=1)=[CH:11][C:10](Br)=[CH:9][CH:8]=3.B(O)(O)[C:17]1[CH:22]=[CH:21][C:20]([N:23]([C:30]2[CH:35]=[CH:34][CH:33]=[CH:32][CH:31]=2)[C:24]2[CH:29]=[CH:28][CH:27]=[CH:26][CH:25]=2)=[CH:19][CH:18]=1.[C:53]1([CH3:58])[CH:54]=[CH:55][CH:56]=[CH:57][C:52]=1P([C:52]1[CH:57]=[CH:56][CH:55]=[CH:54][C:53]=1[CH3:58])[C:52]1[CH:57]=[CH:56][CH:55]=[CH:54][C:53]=1[CH3:58].C(=O)([O-])[O-].[K+].[K+]. The catalyst is C([O-])(=O)C.[Pd+2].C([O-])(=O)C.C1(C)C=CC=CC=1.C(O)C. The product is [CH:8]1[C:7]2[NH:6][C:5]3[C:13](=[CH:14][C:2]([C:17]4[CH:22]=[CH:21][C:20]([N:23]([C:30]5[CH:35]=[CH:34][CH:33]=[CH:32][CH:31]=5)[C:24]5[CH:29]=[CH:28][CH:27]=[CH:26][CH:25]=5)=[CH:19][CH:18]=4)=[CH:3][CH:4]=3)[C:12]=2[CH:11]=[C:58]([C:53]2[CH:52]=[CH:57][C:56]([N:6]([C:5]3[CH:13]=[CH:14][CH:2]=[CH:3][CH:4]=3)[C:7]3[CH:8]=[CH:9][CH:10]=[CH:11][CH:12]=3)=[CH:55][CH:54]=2)[CH:9]=1. The yield is 0.510. (2) The reactants are [F:1][C:2]([F:28])([F:27])[CH2:3][O:4][C:5]1C(C(O)=O)=C(C(O)=O)[C:12]([O:21][CH2:22][C:23]([F:26])([F:25])[F:24])=[C:11]2[C:6]=1[CH:7]=[CH:8][CH:9]=[N:10]2.[C:29]([O:32][C:33](=[O:35])[CH3:34])(=[O:31])[CH3:30]. No catalyst specified. The product is [F:28][C:2]([F:1])([F:27])[CH2:3][O:4][C:5]1[C:30]2[C:29](=[O:31])[O:32][C:33](=[O:35])[C:34]=2[C:12]([O:21][CH2:22][C:23]([F:25])([F:26])[F:24])=[C:11]2[C:6]=1[CH:7]=[CH:8][CH:9]=[N:10]2. The yield is 0.960. (3) The reactants are [NH:1]1[C:7]2[CH:8]=[CH:9][CH:10]=[CH:11][C:6]=2[CH2:5][CH2:4][NH:3][C:2]1=[O:12].[Br:13]N1C(=O)CCC1=O. The catalyst is CN(C)C=O. The product is [Br:13][C:10]1[CH:9]=[CH:8][C:7]2[NH:1][C:2](=[O:12])[NH:3][CH2:4][CH2:5][C:6]=2[CH:11]=1. The yield is 0.670. (4) The reactants are [NH2:1][C:2]1[S:3]/[C:4](=[CH:8]\[C:9]2[CH:14]=[C:13]([O:15][CH3:16])[C:12]([OH:17])=[C:11]([Cl:18])[CH:10]=2)/[C:5](=[O:7])[N:6]=1.Br[CH2:20][C:21]([C:23]1[CH:28]=[CH:27][C:26]([N:29]([CH3:31])[CH3:30])=[CH:25][CH:24]=1)=O. No catalyst specified. The product is [Cl:18][C:11]1[CH:10]=[C:9](/[CH:8]=[C:4]2/[C:5](=[O:7])[N:6]3[CH:20]=[C:21]([C:23]4[CH:28]=[CH:27][C:26]([N:29]([CH3:31])[CH3:30])=[CH:25][CH:24]=4)[N:1]=[C:2]3[S:3]/2)[CH:14]=[C:13]([O:15][CH3:16])[C:12]=1[OH:17]. The yield is 0.170. (5) The reactants are [CH:1]1([C:6]([C:8]2[CH:13]=[C:12]([CH3:14])[CH:11]=[CH:10][C:9]=2[NH:15][C:16]([NH:18][C:19]2[S:20][CH:21]=[C:22]([CH2:24][CH:25]=O)[N:23]=2)=[O:17])=[O:7])[CH2:5][CH2:4][CH2:3][CH2:2]1.[NH:27]1[CH2:32][CH2:31][O:30][CH2:29][CH2:28]1. No catalyst specified. The product is [CH:1]1([C:6]([C:8]2[CH:13]=[C:12]([CH3:14])[CH:11]=[CH:10][C:9]=2[NH:15][C:16]([NH:18][C:19]2[S:20][CH:21]=[C:22]([CH2:24][CH2:25][N:27]3[CH2:32][CH2:31][O:30][CH2:29][CH2:28]3)[N:23]=2)=[O:17])=[O:7])[CH2:5][CH2:4][CH2:3][CH2:2]1. The yield is 0.310. (6) The reactants are [CH2:1]([NH:4][C:5](=[O:9])[CH2:6][O:7][CH3:8])[CH:2]=[CH2:3].CCN(CC)CC.[O:17](C(OC(C)(C)C)=O)[C:18]([O:20][C:21]([CH3:24])([CH3:23])[CH3:22])=O.O. The catalyst is C(Cl)Cl. The product is [C:21]([O:20][C:18](=[O:17])[N:4]([CH2:1][CH:2]=[CH2:3])[C:5](=[O:9])[CH2:6][O:7][CH3:8])([CH3:24])([CH3:23])[CH3:22]. The yield is 0.540. (7) The reactants are [Cl:1][C:2]1[C:3]([C:10]([OH:12])=O)=[N:4][C:5]([Cl:9])=[C:6]([Cl:8])[CH:7]=1.S(Cl)(Cl)=O.CN(C)[CH:19]=[CH:20][C:21]([O:23][CH2:24][CH3:25])=[O:22].C(N(CC)CC)C.[NH2:34][C@H:35]([CH2:39][OH:40])[CH:36]([CH3:38])[CH3:37]. The catalyst is C1(C)C=CC=CC=1.CN(C=O)C.C1COCC1. The product is [CH2:24]([O:23][C:21](=[O:22])[C:20]([C:10]([C:3]1[C:2]([Cl:1])=[CH:7][C:6]([Cl:8])=[C:5]([Cl:9])[N:4]=1)=[O:12])=[CH:19][NH:34][C@H:35]([CH2:39][OH:40])[CH:36]([CH3:38])[CH3:37])[CH3:25]. The yield is 0.888.